Dataset: Catalyst prediction with 721,799 reactions and 888 catalyst types from USPTO. Task: Predict which catalyst facilitates the given reaction. (1) Product: [Cl:8][C:6]1[N:5]=[C:4]([S:9][CH2:10][C:11]2[CH:16]=[CH:15][CH:14]=[C:13]([F:17])[C:12]=2[F:18])[N:3]=[C:2]([O:43][CH2:44][CH2:45][OH:46])[CH:7]=1. Reactant: Cl[C:2]1[CH:7]=[C:6]([Cl:8])[N:5]=[C:4]([S:9][CH2:10][C:11]2[CH:16]=[CH:15][CH:14]=[C:13]([F:17])[C:12]=2[F:18])[N:3]=1.FC1C(F)=CC=CC=1CSC1N=C(NS(N2CCC2)(=O)=O)C=C([O:43][CH:44](CO)[CH2:45][OH:46])N=1.C(O)CO.[H-].[Na+]. The catalyst class is: 1. (2) Reactant: [Cl:1][C:2]1[CH:3]=[C:4]([CH:7]=[CH:8][C:9]=1[N:10]1[C:18]2[C:13](=[CH:14][CH:15]=[CH:16][CH:17]=2)[C:12]([C:19](=[O:23])[CH:20]([CH3:22])[CH3:21])=[CH:11]1)[C:5]#[N:6].CS(C)=[O:26].[OH-].[K+].OO. Product: [Cl:1][C:2]1[CH:3]=[C:4]([CH:7]=[CH:8][C:9]=1[N:10]1[C:18]2[C:13](=[CH:14][CH:15]=[CH:16][CH:17]=2)[C:12]([C:19](=[O:23])[CH:20]([CH3:21])[CH3:22])=[CH:11]1)[C:5]([NH2:6])=[O:26]. The catalyst class is: 8. (3) Reactant: [NH:1]1[C:9]2[C:4](=[CH:5][C:6]([NH:10][C:11]3[N:20]=[CH:19][C:18]([CH:21]4[CH2:23][CH2:22]4)=[CH:17][C:12]=3[C:13]([O:15]C)=[O:14])=[CH:7][CH:8]=2)[CH:3]=[CH:2]1.CC(C)([O-])C.[K+].Br[CH2:31][C:32]1[CH:33]=[C:34]([CH:43]=[CH:44][CH:45]=1)[O:35][Si](C(C)(C)C)(C)C.[OH-].[Na+].Cl. Product: [CH:21]1([C:18]2[CH:19]=[N:20][C:11]([NH:10][C:6]3[CH:5]=[C:4]4[C:9](=[CH:8][CH:7]=3)[N:1]([CH2:31][C:32]3[CH:45]=[CH:44][CH:43]=[C:34]([OH:35])[CH:33]=3)[CH:2]=[CH:3]4)=[C:12]([CH:17]=2)[C:13]([OH:15])=[O:14])[CH2:23][CH2:22]1. The catalyst class is: 42. (4) Reactant: FC(F)(F)S(O[C:7]1[C:12]([C:13](=[O:15])[CH3:14])=[CH:11][C:10]([Cl:16])=[C:9]([CH3:17])[C:8]=1[C:18]#[N:19])(=O)=O.[F:22][C:23]1[CH:24]=[C:25](B(O)O)[CH:26]=[C:27]([F:29])[CH:28]=1.C(=O)([O-])O.[Na+].N#N. Product: [C:13]([C:12]1[CH:11]=[C:10]([Cl:16])[C:9]([CH3:17])=[C:8]([C:18]#[N:19])[C:7]=1[C:25]1[CH:24]=[C:23]([F:22])[CH:28]=[C:27]([F:29])[CH:26]=1)(=[O:15])[CH3:14]. The catalyst class is: 398. (5) Reactant: [C:1]1([CH2:7][CH2:8][C:9]([O:11][CH2:12][CH3:13])=[O:10])[CH:6]=[CH:5][CH:4]=[CH:3][CH:2]=1.[I-:14].[Na+].O. Product: [I:14]/[C:7](/[C:1]1[CH:6]=[CH:5][CH:4]=[CH:3][CH:2]=1)=[CH:8]\[C:9]([O:11][CH2:12][CH3:13])=[O:10]. The catalyst class is: 15. (6) Reactant: [CH2:1]([OH:4])[CH2:2][OH:3].BrC1C=CC(O[C:13]2[CH:18]=[CH:17][C:16]([Br:19])=[CH:15][CH:14]=2)=CC=1.CC(C)([O-])C.[K+].Cl[C:27]1[N:32]=[CH:31][N:30]=[C:29]([NH:33][S:34]([CH:37]=[CH:38][C:39]2[CH:44]=[CH:43][CH:42]=[CH:41][CH:40]=2)(=[O:36])=[O:35])[C:28]=1[C:45]1[CH:50]=[CH:49][C:48]([CH3:51])=[CH:47][CH:46]=1. Product: [Br:19][C:16]1[CH:15]=[CH:14][C:13]([O:3][CH2:2][CH2:1][O:4][C:27]2[N:32]=[CH:31][N:30]=[C:29]([NH:33][S:34]([CH:37]=[CH:38][C:39]3[CH:44]=[CH:43][CH:42]=[CH:41][CH:40]=3)(=[O:35])=[O:36])[C:28]=2[C:45]2[CH:46]=[CH:47][C:48]([CH3:51])=[CH:49][CH:50]=2)=[CH:18][CH:17]=1. The catalyst class is: 57. (7) Reactant: [CH3:1][O:2][C:3]1[CH:4]=[C:5]([OH:9])[CH:6]=[CH:7][CH:8]=1.C(=O)([O-])[O-].[K+].[K+].[F:16][C:17]1[CH:26]=[C:25](F)[C:24]([F:28])=[CH:23][C:18]=1[C:19]([O:21][CH3:22])=[O:20]. Product: [F:16][C:17]1[CH:26]=[C:25]([O:9][C:5]2[CH:6]=[CH:7][CH:8]=[C:3]([O:2][CH3:1])[CH:4]=2)[C:24]([F:28])=[CH:23][C:18]=1[C:19]([O:21][CH3:22])=[O:20]. The catalyst class is: 58. (8) Reactant: [F:1][C:2]1[CH:7]=[CH:6][C:5]([C:8]2[C:9]([N:22]3[CH2:27][CH2:26][CH:25]([C:28]4[CH:33]=[CH:32][C:31]([C:34]([F:37])([F:36])[F:35])=[CH:30][CH:29]=4)[CH2:24][CH2:23]3)=[N:10][C:11]3[C:16]([N:17]=2)=[CH:15][C:14]([C:18]([O:20]C)=[O:19])=[CH:13][CH:12]=3)=[CH:4][CH:3]=1.[OH-].[Na+]. Product: [F:1][C:2]1[CH:7]=[CH:6][C:5]([C:8]2[C:9]([N:22]3[CH2:23][CH2:24][CH:25]([C:28]4[CH:29]=[CH:30][C:31]([C:34]([F:35])([F:36])[F:37])=[CH:32][CH:33]=4)[CH2:26][CH2:27]3)=[N:10][C:11]3[C:16]([N:17]=2)=[CH:15][C:14]([C:18]([OH:20])=[O:19])=[CH:13][CH:12]=3)=[CH:4][CH:3]=1. The catalyst class is: 24. (9) Reactant: [NH2:1][C:2]1[N:7]=[CH:6][C:5]([P:8](=[O:13])([O:11][CH3:12])[O:9][CH3:10])=[CH:4][C:3]=1[C:14]1[CH:19]=[CH:18][C:17]([NH2:20])=[CH:16][CH:15]=1.[N:21]([C:24]1[CH:29]=[CH:28][CH:27]=[C:26]([C:30]([F:33])([F:32])[F:31])[CH:25]=1)=[C:22]=[O:23]. Product: [NH2:1][C:2]1[N:7]=[CH:6][C:5]([P:8](=[O:13])([O:11][CH3:12])[O:9][CH3:10])=[CH:4][C:3]=1[C:14]1[CH:19]=[CH:18][C:17]([NH:20][C:22]([NH:21][C:24]2[CH:29]=[CH:28][CH:27]=[C:26]([C:30]([F:31])([F:32])[F:33])[CH:25]=2)=[O:23])=[CH:16][CH:15]=1. The catalyst class is: 39.